The task is: Predict the reaction yield, written as a fraction of the theoretical maximum amount of product (1.0 means a 100% yield; for example, 0.34 means a 34% yield).. This data is from Reaction yield outcomes from USPTO patents with 853,638 reactions. The reactants are [CH2:1]([P:5]([CH2:10][CH2:11][CH2:12][CH3:13])[CH2:6][CH2:7][CH2:8][CH3:9])[CH2:2][CH2:3][CH3:4].[CH3:14][O:15][C:16](=[O:21])[C:17]([O:19]C)=[O:18]. The product is [CH2:10]([P+:5]([CH2:1][CH2:2][CH2:3][CH3:4])([CH2:6][CH2:7][CH2:8][CH3:9])[CH3:14])[CH2:11][CH2:12][CH3:13].[CH3:14][O:15][C:16](=[O:21])[C:17]([O-:19])=[O:18]. The catalyst is C(#N)C. The yield is 0.980.